This data is from Full USPTO retrosynthesis dataset with 1.9M reactions from patents (1976-2016). The task is: Predict the reactants needed to synthesize the given product. (1) Given the product [CH3:34][N:35]1[CH2:40][CH2:39][N:38]([CH2:43][C:29]#[C:28][CH2:27][N:25]2[CH:26]=[C:22]([C:9]3[N:10]([CH2:14][O:15][CH2:16][CH2:17][Si:18]([CH3:20])([CH3:21])[CH3:19])[C:11]4[C:12](=[O:13])[N:4]([CH2:1][CH2:2][CH3:3])[C:5](=[O:33])[N:6]([CH2:30][CH2:31][CH3:32])[C:7]=4[N:8]=3)[CH:23]=[N:24]2)[CH2:37][CH2:36]1, predict the reactants needed to synthesize it. The reactants are: [CH2:1]([N:4]1[C:12](=[O:13])[C:11]2[N:10]([CH2:14][O:15][CH2:16][CH2:17][Si:18]([CH3:21])([CH3:20])[CH3:19])[C:9]([C:22]3[CH:23]=[N:24][N:25]([CH2:27][C:28]#[CH:29])[CH:26]=3)=[N:8][C:7]=2[N:6]([CH2:30][CH2:31][CH3:32])[C:5]1=[O:33])[CH2:2][CH3:3].[CH3:34][N:35]1[CH2:40][CH2:39][NH:38][CH2:37][CH2:36]1.C=O.[CH3:43]S(C)=O. (2) The reactants are: [N:1]1([CH2:7][CH2:8][O:9][C:10]2[CH:15]=[CH:14][C:13]([NH2:16])=[CH:12][CH:11]=2)[CH2:6][CH2:5][CH2:4][CH2:3][CH2:2]1.O[CH:18]=[C:19]1[C:27]2[C:22](=[CH:23][CH:24]=[CH:25][CH:26]=2)[NH:21][C:20]1=[O:28]. Given the product [N:1]1([CH2:7][CH2:8][O:9][C:10]2[CH:11]=[CH:12][C:13]([NH:16][CH:18]=[C:19]3[C:27]4[C:22](=[CH:23][CH:24]=[CH:25][CH:26]=4)[NH:21][C:20]3=[O:28])=[CH:14][CH:15]=2)[CH2:2][CH2:3][CH2:4][CH2:5][CH2:6]1, predict the reactants needed to synthesize it. (3) Given the product [NH2:2][CH2:1][C:3]1[CH:8]=[CH:7][C:6]([NH:9][S:10]([CH3:13])(=[O:12])=[O:11])=[C:5]([F:14])[CH:4]=1, predict the reactants needed to synthesize it. The reactants are: [C:1]([C:3]1[CH:8]=[CH:7][C:6]([NH:9][S:10]([CH3:13])(=[O:12])=[O:11])=[C:5]([F:14])[CH:4]=1)#[N:2]. (4) The reactants are: [CH:1]([C:4]([CH2:7][OH:8])([F:6])[F:5])([F:3])[F:2].N1C=CC=CC=1.[CH3:15][S:16](Cl)(=[O:18])=[O:17].Cl.N1C=CC=CC=1. Given the product [CH:1]([C:4]([CH2:7][O:8][S:16]([CH3:15])(=[O:18])=[O:17])([F:6])[F:5])([F:3])[F:2], predict the reactants needed to synthesize it.